This data is from Reaction yield outcomes from USPTO patents with 853,638 reactions. The task is: Predict the reaction yield, written as a fraction of the theoretical maximum amount of product (1.0 means a 100% yield; for example, 0.34 means a 34% yield). (1) The reactants are CCN(C(C)C)C(C)C.[Cl:10][C:11]1[N:16]=[C:15]([OH:17])[C:14]([O:18][CH3:19])=[CH:13][N:12]=1.[Cl:20][C:21]1[CH:28]=[CH:27][C:24]([CH2:25]Br)=[CH:23][CH:22]=1.[NH4+].[Cl-]. The catalyst is C(Cl)(Cl)Cl.CO.ClCCl. The product is [Cl:10][C:11]1[N:12]([CH2:25][C:24]2[CH:27]=[CH:28][C:21]([Cl:20])=[CH:22][CH:23]=2)[CH:13]=[C:14]([O:18][CH3:19])[C:15](=[O:17])[N:16]=1. The yield is 0.160. (2) The reactants are C(OC([N:8]1[CH2:12][CH2:11][CH2:10][CH:9]1[CH2:13][C:14]1[CH:19]=[CH:18][C:17]([NH:20][C:21](=[O:29])[C:22]2[CH:27]=[CH:26][C:25]([Cl:28])=[CH:24][CH:23]=2)=[CH:16][CH:15]=1)=O)(C)(C)C.Cl. The catalyst is C1COCC1.O1CCOCC1. The product is [ClH:28].[Cl:28][C:25]1[CH:24]=[CH:23][C:22]([C:21]([NH:20][C:17]2[CH:18]=[CH:19][C:14]([CH2:13][CH:9]3[CH2:10][CH2:11][CH2:12][NH:8]3)=[CH:15][CH:16]=2)=[O:29])=[CH:27][CH:26]=1. The yield is 0.220. (3) The reactants are [CH2:1]([O:8][C:9]1[CH:14]=[C:13]([N+:15]([O-])=O)[C:12]([F:18])=[CH:11][C:10]=1[C:19]([F:22])([F:21])[F:20])[C:2]1[CH:7]=[CH:6][CH:5]=[CH:4][CH:3]=1.[BH4-].[Na+]. The catalyst is CO.Cl[Ni]Cl. The product is [CH2:1]([O:8][C:9]1[C:10]([C:19]([F:22])([F:20])[F:21])=[CH:11][C:12]([F:18])=[C:13]([CH:14]=1)[NH2:15])[C:2]1[CH:3]=[CH:4][CH:5]=[CH:6][CH:7]=1. The yield is 0.430. (4) The reactants are [N+:1]([C:4]1[CH:12]=[CH:11][CH:10]=[C:9]([C:13](=[O:15])[CH3:14])[C:5]=1[C:6]([OH:8])=O)([O-:3])=[O:2].[BH4-].[Na+]. The product is [CH3:14][CH:13]1[C:9]2[C:5](=[C:4]([N+:1]([O-:3])=[O:2])[CH:12]=[CH:11][CH:10]=2)[C:6](=[O:8])[O:15]1. The catalyst is [OH-].[Na+]. The yield is 0.986. (5) The yield is 0.420. The reactants are [NH2:1][C:2]1[C:9]([F:10])=[CH:8][C:5]([C:6]#N)=[C:4]([F:11])[CH:3]=1.S(=O)(=O)(O)O.[OH2:17].[OH-].[Na+].[O:20]1CCO[CH2:22][CH2:21]1. The product is [NH2:1][C:2]1[C:9]([F:10])=[CH:8][C:5]([C:6]([O:20][CH2:21][CH3:22])=[O:17])=[C:4]([F:11])[CH:3]=1. No catalyst specified. (6) The reactants are [Br:1][C:2]1[CH:3]=[C:4]2[C:10](I)=[CH:9][N:8]([S:12]([C:15]3[CH:21]=[CH:20][C:18]([CH3:19])=[CH:17][CH:16]=3)(=[O:14])=[O:13])[C:5]2=[N:6][CH:7]=1.CC1(C)C(C)(C)OB([C:30]2[CH:31]=[N:32][N:33]([CH2:35][C:36]3[CH:41]=[CH:40][CH:39]=[C:38]([C:42]([F:45])([F:44])[F:43])[CH:37]=3)[CH:34]=2)O1.C(=O)([O-])[O-].[Na+].[Na+]. The catalyst is Cl[Pd](Cl)([P](C1C=CC=CC=1)(C1C=CC=CC=1)C1C=CC=CC=1)[P](C1C=CC=CC=1)(C1C=CC=CC=1)C1C=CC=CC=1.C1(C)C=CC=CC=1.C(O)C.O. The product is [Br:1][C:2]1[CH:3]=[C:4]2[C:10]([C:30]3[CH:31]=[N:32][N:33]([CH2:35][C:36]4[CH:41]=[CH:40][CH:39]=[C:38]([C:42]([F:44])([F:45])[F:43])[CH:37]=4)[CH:34]=3)=[CH:9][N:8]([S:12]([C:15]3[CH:21]=[CH:20][C:18]([CH3:19])=[CH:17][CH:16]=3)(=[O:14])=[O:13])[C:5]2=[N:6][CH:7]=1. The yield is 0.462. (7) The reactants are [Cl-].O[NH3+:3].[C:4](=[O:7])([O-])[OH:5].[Na+].CS(C)=O.[O:13]1[C:17]2([CH2:22][CH2:21][CH:20]([N:23]3[C:28](=[O:29])[C:27]([CH2:30][C:31]4[CH:36]=[CH:35][C:34]([C:37]5[C:38]([C:43]#[N:44])=[CH:39][CH:40]=[CH:41][CH:42]=5)=[C:33]([N+:45]([O-:47])=[O:46])[CH:32]=4)=[C:26]([CH2:48][CH2:49][CH3:50])[N:25]4[N:51]=[CH:52][CH:53]=[C:24]34)[CH2:19][CH2:18]2)[O:16][CH2:15][CH2:14]1. The catalyst is C(OCC)(=O)C. The product is [O:13]1[C:17]2([CH2:22][CH2:21][CH:20]([N:23]3[C:28](=[O:29])[C:27]([CH2:30][C:31]4[CH:36]=[CH:35][C:34]([C:37]5[CH:42]=[CH:41][CH:40]=[CH:39][C:38]=5[C:43]5[NH:3][C:4](=[O:7])[O:5][N:44]=5)=[C:33]([N+:45]([O-:47])=[O:46])[CH:32]=4)=[C:26]([CH2:48][CH2:49][CH3:50])[N:25]4[N:51]=[CH:52][CH:53]=[C:24]34)[CH2:19][CH2:18]2)[O:16][CH2:15][CH2:14]1. The yield is 0.440. (8) The reactants are CC(C)([O-])C.[K+].CO[C:9](=[O:21])[C:10]([C:12]1[C:20]2[C:15](=[CH:16][CH:17]=[CH:18][CH:19]=2)[NH:14][CH:13]=1)=O.[CH3:22][N:23]([CH2:25][C:26]1[CH:27]=[CH:28][C:29]2[N:30]([C:32]([CH2:35][C:36]([NH2:38])=[O:37])=[CH:33][N:34]=2)[CH:31]=1)[CH3:24].[NH4+].[Cl-].C1CCN2C(=NCCC2)CC1. The catalyst is O1CCCC1.CCOC(C)=O.O. The product is [CH3:22][N:23]([CH2:25][C:26]1[CH:27]=[CH:28][C:29]2[N:30]([C:32]([C:35]3[C:36](=[O:37])[NH:38][C:9](=[O:21])[C:10]=3[C:12]3[C:20]4[C:15](=[CH:16][CH:17]=[CH:18][CH:19]=4)[NH:14][CH:13]=3)=[CH:33][N:34]=2)[CH:31]=1)[CH3:24]. The yield is 0.430. (9) The reactants are [C:1]([O:5][C:6]([NH:8][C@H:9]1[CH2:15][CH2:14][C@@H:13]([OH:16])[CH2:12][NH:11][C:10]1=[O:17])=[O:7])([CH3:4])([CH3:3])[CH3:2].[Si:18](Cl)([C:21]([CH3:24])([CH3:23])[CH3:22])([CH3:20])[CH3:19].N1C=CN=C1.CN(C=O)C. The catalyst is O. The product is [C:1]([O:5][C:6]([NH:8][C@H:9]1[CH2:15][CH2:14][C@@H:13]([O:16][Si:18]([C:21]([CH3:24])([CH3:23])[CH3:22])([CH3:20])[CH3:19])[CH2:12][NH:11][C:10]1=[O:17])=[O:7])([CH3:4])([CH3:2])[CH3:3]. The yield is 0.780.